Dataset: Forward reaction prediction with 1.9M reactions from USPTO patents (1976-2016). Task: Predict the product of the given reaction. (1) Given the reactants [OH:1][CH2:2][C:3]#[C:4][C:5]1[CH:12]=[CH:11][C:8]([CH:9]=O)=[CH:7][CH:6]=1.[C:13]1([C@H:23]([NH2:25])[CH3:24])[C:22]2[C:17](=[CH:18][CH:19]=[CH:20][CH:21]=2)[CH:16]=[CH:15][CH:14]=1, predict the reaction product. The product is: [C:13]1([C@H:23]([NH:25][CH2:9][C:8]2[CH:11]=[CH:12][C:5]([C:4]#[C:3][CH2:2][OH:1])=[CH:6][CH:7]=2)[CH3:24])[C:22]2[C:17](=[CH:18][CH:19]=[CH:20][CH:21]=2)[CH:16]=[CH:15][CH:14]=1. (2) Given the reactants FC(F)(F)C(OC(=O)C(F)(F)F)=[O:4].[CH2:14]([N:21]([CH3:43])[C:22]([C:24]1[CH:37]=[N:36][C:35]2[C:26](=[CH:27][C:28]([F:42])=[C:29]3[C:34]=2[N:33]=[CH:32][C:31]([C:38](=O)[NH2:39])=[C:30]3Cl)[CH:25]=1)=[O:23])[C:15]1[CH:20]=[CH:19][CH:18]=[CH:17][CH:16]=1.Cl, predict the reaction product. The product is: [CH2:14]([N:21]([CH3:43])[C:22]([C:24]1[CH:37]=[N:36][C:35]2[C:26](=[CH:27][C:28]([F:42])=[C:29]3[C:34]=2[N:33]=[CH:32][CH:31]([C:38]#[N:39])[C:30]3=[O:4])[CH:25]=1)=[O:23])[C:15]1[CH:16]=[CH:17][CH:18]=[CH:19][CH:20]=1. (3) Given the reactants [C:1]([O:5][C:6]([N:8]1[CH2:13][CH2:12][CH:11]([O:14][CH2:15][CH2:16][CH2:17][O:18][Si](C(C)(C)C)(C)C)[CH2:10][CH2:9]1)=[O:7])([CH3:4])([CH3:3])[CH3:2].[F-].C([N+](CCCC)(CCCC)CCCC)CCC, predict the reaction product. The product is: [C:1]([O:5][C:6]([N:8]1[CH2:9][CH2:10][CH:11]([O:14][CH2:15][CH2:16][CH2:17][OH:18])[CH2:12][CH2:13]1)=[O:7])([CH3:4])([CH3:3])[CH3:2]. (4) Given the reactants N1C=CC=C1[C:6]1[CH:11]=[CH:10][C:9]([C:12](=[C:20]2[CH2:25][C:24]([CH3:27])([CH3:26])[CH2:23][C:22]([CH3:29])([CH3:28])[CH2:21]2)[C:13]2[CH:18]=[CH:17][C:16]([OH:19])=[CH:15][CH:14]=2)=[CH:8][CH:7]=1.C([O-])([O-])=[O:31].[K+].[K+].Br[C:37]([CH3:44])([CH3:43])[C:38]([O:40][CH2:41][CH3:42])=[O:39], predict the reaction product. The product is: [OH:31][C:6]1[CH:7]=[CH:8][C:9]([C:12](=[C:20]2[CH2:25][C:24]([CH3:26])([CH3:27])[CH2:23][C:22]([CH3:29])([CH3:28])[CH2:21]2)[C:13]2[CH:14]=[CH:15][C:16]([O:19][C:37]([CH3:44])([CH3:43])[C:38]([O:40][CH2:41][CH3:42])=[O:39])=[CH:17][CH:18]=2)=[CH:10][CH:11]=1. (5) Given the reactants [CH3:1][N:2]1[C:6]2[CH:7]=[CH:8][CH:9]=[CH:10][C:5]=2[N:4]=[C:3]1[CH2:11]O.P(Br)(Br)[Br:14], predict the reaction product. The product is: [BrH:14].[Br:14][CH2:11][C:3]1[N:2]([CH3:1])[C:6]2[CH:7]=[CH:8][CH:9]=[CH:10][C:5]=2[N:4]=1. (6) Given the reactants [CH3:1][C:2]([CH3:33])([CH3:32])[C:3]#[C:4][C:5]1[S:9][C:8]([C:10]([O-:12])=[O:11])=[C:7]([N:13]([CH:23]2[CH2:28][CH2:27][P:26]([O:30][CH3:31])(=[O:29])[CH2:25][CH2:24]2)[C:14]([C@H:16]2[CH2:21][CH2:20][C@H:19]([CH3:22])[CH2:18][CH2:17]2)=[O:15])[CH:6]=1.[Li+].[OH-].Cl, predict the reaction product. The product is: [CH3:32][C:2]([CH3:1])([CH3:33])[C:3]#[C:4][C:5]1[S:9][C:8]([C:10]([OH:12])=[O:11])=[C:7]([N:13]([CH:23]2[CH2:28][CH2:27][P:26]([O:30][CH3:31])(=[O:29])[CH2:25][CH2:24]2)[C:14]([C@H:16]2[CH2:21][CH2:20][C@H:19]([CH3:22])[CH2:18][CH2:17]2)=[O:15])[CH:6]=1. (7) Given the reactants [F:1][C:2]1[CH:7]=[C:6]([F:8])[CH:5]=[CH:4][C:3]=1[OH:9].[H-].[Na+].[CH3:12][O:13][C:14](=[O:25])[C:15]1[C:20]([N+:21]([O-:23])=[O:22])=[CH:19][N:18]=[C:17](Cl)[CH:16]=1.CCOC(C)=O, predict the reaction product. The product is: [CH3:12][O:13][C:14](=[O:25])[C:15]1[C:20]([N+:21]([O-:23])=[O:22])=[CH:19][N:18]=[C:17]([O:9][C:3]2[CH:4]=[CH:5][C:6]([F:8])=[CH:7][C:2]=2[F:1])[CH:16]=1.